From a dataset of Reaction yield outcomes from USPTO patents with 853,638 reactions. Predict the reaction yield, written as a fraction of the theoretical maximum amount of product (1.0 means a 100% yield; for example, 0.34 means a 34% yield). The reactants are [Cl:1][C:2]1[CH:7]=[CH:6][C:5]([C:8](=[NH:20])[NH:9][C:10]2[CH:15]=[CH:14][C:13]([S:16]([CH3:19])(=[O:18])=[O:17])=[CH:12][CH:11]=2)=[CH:4][CH:3]=1.C(=O)(O)[O-].[Na+].Br[CH2:27][C:28]([C:30]1[CH:35]=[CH:34][C:33]([Br:36])=[CH:32][CH:31]=1)=O. The catalyst is C(O)(C)C. The product is [Br:36][C:33]1[CH:34]=[CH:35][C:30]([C:28]2[N:20]=[C:8]([C:5]3[CH:4]=[CH:3][C:2]([Cl:1])=[CH:7][CH:6]=3)[N:9]([C:10]3[CH:15]=[CH:14][C:13]([S:16]([CH3:19])(=[O:17])=[O:18])=[CH:12][CH:11]=3)[CH:27]=2)=[CH:31][CH:32]=1. The yield is 0.640.